Dataset: Forward reaction prediction with 1.9M reactions from USPTO patents (1976-2016). Task: Predict the product of the given reaction. (1) Given the reactants [CH2:1]([OH:9])[C:2]#[C:3][CH2:4][CH2:5][CH2:6][CH2:7][CH3:8].N1C2C(=CC=CC=2)C=CC=1.[H][H], predict the reaction product. The product is: [CH2:1]([OH:9])[CH:2]=[CH:3][CH2:4][CH2:5][CH2:6][CH2:7][CH3:8]. (2) Given the reactants [C:1]([Si:5]([CH3:37])([CH3:36])[O:6][C:7]([C:9]1[CH:14]=[CH:13][CH:12]=[CH:11][C:10]=1[C:15]1[CH:35]=[CH:34][C:18]2[NH:19][C:20]([CH2:22][O:23][C:24]3[CH:29]=[CH:28][C:27]([C:30]([F:33])([F:32])[F:31])=[CH:26][CH:25]=3)=[N:21][C:17]=2[CH:16]=1)=[CH2:8])([CH3:4])([CH3:3])[CH3:2].ClC1C=C(C=CC=1)C(OO)=[O:43], predict the reaction product. The product is: [C:1]([Si:5]([CH3:37])([CH3:36])[O:6][C:7]1([C:9]2[CH:14]=[CH:13][CH:12]=[CH:11][C:10]=2[C:15]2[CH:35]=[CH:34][C:18]3[NH:19][C:20]([CH2:22][O:23][C:24]4[CH:25]=[CH:26][C:27]([C:30]([F:31])([F:33])[F:32])=[CH:28][CH:29]=4)=[N:21][C:17]=3[CH:16]=2)[CH2:8][O:43]1)([CH3:2])([CH3:4])[CH3:3]. (3) Given the reactants C([O:3][C:4]([C:6]1[C:7]([C:12]2[CH:17]=[CH:16][C:15]([F:18])=[CH:14][CH:13]=2)=[N:8][O:9][C:10]=1[CH3:11])=[O:5])C.[CH:19](=O)[C:20]1[CH:25]=[CH:24][CH:23]=[CH:22][CH:21]=1.[O-]CC.[Na+].Cl, predict the reaction product. The product is: [F:18][C:15]1[CH:14]=[CH:13][C:12]([C:7]2[C:6]([C:4]([OH:3])=[O:5])=[C:10](/[CH:11]=[CH:19]/[C:20]3[CH:25]=[CH:24][CH:23]=[CH:22][CH:21]=3)[O:9][N:8]=2)=[CH:17][CH:16]=1. (4) Given the reactants [NH2:1][C@@H:2]1[CH2:11][C:10]2[C:5](=[C:6]([S:13]([NH:16][C:17]3[CH:22]=[CH:21][CH:20]=[CH:19][CH:18]=3)(=[O:15])=[O:14])[CH:7]=[C:8]([Cl:12])[CH:9]=2)[O:4][CH2:3]1.Br[CH2:24][CH2:25][CH2:26][CH2:27]Br.CCN(C(C)C)C(C)C.[I-].[K+], predict the reaction product. The product is: [Cl:12][C:8]1[CH:9]=[C:10]2[C:5](=[C:6]([S:13]([NH:16][C:17]3[CH:18]=[CH:19][CH:20]=[CH:21][CH:22]=3)(=[O:14])=[O:15])[CH:7]=1)[O:4][CH2:3][C@H:2]([N:1]1[CH2:27][CH2:26][CH2:25][CH2:24]1)[CH2:11]2. (5) Given the reactants [Cl:1][C:2]1[CH:7]=[CH:6][C:5]([C:8]2[CH:9]=[C:10]3[C:16]([C:17]([C:19]4[C:20]([F:33])=[C:21]([NH:26][S:27]([CH2:30][CH2:31][CH3:32])(=[O:29])=[O:28])[CH:22]=[CH:23][C:24]=4[F:25])=[O:18])=[CH:15][NH:14][C:11]3=[N:12][CH:13]=2)=[CH:4][CH:3]=1.[OH-].[K+].Cl[CH2:37][O:38][C:39](=[O:54])[CH2:40][CH:41]1[CH2:46][CH2:45][N:44](C(OC(C)(C)C)=O)[CH2:43][CH2:42]1, predict the reaction product. The product is: [ClH:1].[NH:44]1[CH2:45][CH2:46][CH:41]([CH2:40][C:39]([O:38][CH2:37][N:14]2[C:11]3=[N:12][CH:13]=[C:8]([C:5]4[CH:6]=[CH:7][C:2]([Cl:1])=[CH:3][CH:4]=4)[CH:9]=[C:10]3[C:16]([C:17](=[O:18])[C:19]3[C:24]([F:25])=[CH:23][CH:22]=[C:21]([NH:26][S:27]([CH2:30][CH2:31][CH3:32])(=[O:28])=[O:29])[C:20]=3[F:33])=[CH:15]2)=[O:54])[CH2:42][CH2:43]1. (6) Given the reactants [F:1][C:2]1[CH:7]=[C:6]([S:8]([CH3:11])(=[O:10])=[O:9])[C:5]([F:12])=[CH:4][C:3]=1[NH:13][C@H:14]1[CH2:18][CH2:17][N:16]([CH:19]2[CH2:24][CH2:23][N:22](C(OCC3C=CC=CC=3)=O)[CH2:21][CH2:20]2)[C:15]1=[O:35].[H][H], predict the reaction product. The product is: [F:1][C:2]1[CH:7]=[C:6]([S:8]([CH3:11])(=[O:10])=[O:9])[C:5]([F:12])=[CH:4][C:3]=1[NH:13][C@H:14]1[CH2:18][CH2:17][N:16]([CH:19]2[CH2:24][CH2:23][NH:22][CH2:21][CH2:20]2)[C:15]1=[O:35]. (7) Given the reactants C1C=CC2N(O)N=NC=2C=1.CCN(C(C)C)C(C)C.[C:20]1([C:33]2[CH:38]=[CH:37][CH:36]=[CH:35][CH:34]=2)[CH:25]=[CH:24][C:23]([NH:26][C:27](=[O:32])[CH2:28][C:29]([OH:31])=O)=[CH:22][CH:21]=1.CCN=C=NCCCN(C)C.Cl.[C:51]([O:55][C:56]([N:58]1[CH2:63][CH2:62][NH:61][CH2:60][CH2:59]1)=[O:57])([CH3:54])([CH3:53])[CH3:52], predict the reaction product. The product is: [C:51]([O:55][C:56]([N:58]1[CH2:63][CH2:62][N:61]([C:29](=[O:31])[CH2:28][C:27](=[O:32])[NH:26][C:23]2[CH:22]=[CH:21][C:20]([C:33]3[CH:38]=[CH:37][CH:36]=[CH:35][CH:34]=3)=[CH:25][CH:24]=2)[CH2:60][CH2:59]1)=[O:57])([CH3:54])([CH3:52])[CH3:53]. (8) Given the reactants [C:1]([O:5][CH2:6][CH3:7])(=[O:4])[C:2]#[CH:3].C(=O)([O-])[O-].[K+].[K+].CC1C=C(C)C=C(C)C=1S([O-])(=O)=O.[NH2:27][N+:28]1[CH:33]=[CH:32][N:31]=[CH:30][CH:29]=1, predict the reaction product. The product is: [N:27]1[N:28]2[CH:33]=[CH:32][N:31]=[CH:30][C:29]2=[C:2]([C:1]([O:5][CH2:6][CH3:7])=[O:4])[CH:3]=1. (9) Given the reactants C([SiH](CC)CC)C.B(F)(F)F.CCOCC.[Cl:17][C:18]1[CH:23]=[CH:22][C:21]([C@@:24]2(OC)[C@H:29]([OH:30])[C@@H:28]([OH:31])[C@H:27]([OH:32])[C@@H:26]([CH2:33][OH:34])[O:25]2)=[CH:20][C:19]=1[CH2:37][C:38]1[CH:43]=[CH:42][C:41]([O:44][CH2:45][CH3:46])=[CH:40][CH:39]=1, predict the reaction product. The product is: [Cl:17][C:18]1[CH:23]=[CH:22][C:21]([C@H:24]2[C@H:29]([OH:30])[C@@H:28]([OH:31])[C@H:27]([OH:32])[C@@H:26]([CH2:33][OH:34])[O:25]2)=[CH:20][C:19]=1[CH2:37][C:38]1[CH:39]=[CH:40][C:41]([O:44][CH2:45][CH3:46])=[CH:42][CH:43]=1.